From a dataset of Forward reaction prediction with 1.9M reactions from USPTO patents (1976-2016). Predict the product of the given reaction. (1) Given the reactants [F:1][C:2]1[CH:17]=[CH:16][C:5]([CH2:6][O:7][CH2:8][C:9]2[N:14]=[C:13]([NH2:15])[CH:12]=[CH:11][CH:10]=2)=[CH:4][CH:3]=1.[F:18][C:19]1[CH:24]=[CH:23][C:22]([F:25])=[CH:21][C:20]=1[S:26](Cl)(=[O:28])=[O:27], predict the reaction product. The product is: [F:18][C:19]1[CH:24]=[CH:23][C:22]([F:25])=[CH:21][C:20]=1[S:26]([NH:15][C:13]1[CH:12]=[CH:11][CH:10]=[C:9]([CH2:8][O:7][CH2:6][C:5]2[CH:4]=[CH:3][C:2]([F:1])=[CH:17][CH:16]=2)[N:14]=1)(=[O:28])=[O:27]. (2) Given the reactants [NH2:1][C:2]1[C:10]2[C:5](=[N:6][C:7]([N:15]3[CH2:20][CH2:19][CH:18]([NH:21][CH2:22][CH:23]([C:25]4[CH:30]=[CH:29][C:28](Br)=[CH:27][N:26]=4)[OH:24])[CH2:17][CH2:16]3)=[CH:8][C:9]=2[C:11]([F:14])([F:13])[F:12])[S:4][C:3]=1[C:32]([NH2:34])=[O:33].B1(B2OC(C)(C)C(C)(C)O2)OC(C)(C)C(C)(C)O1.C([O-])(=O)C.[K+].N#N.Br[C:61]1[CH:69]=[C:68]2[C:64]([CH2:65][C:66](=[O:70])[NH:67]2)=[CH:63][CH:62]=1.C(=O)([O-])[O-].[K+].[K+], predict the reaction product. The product is: [NH2:1][C:2]1[C:10]2[C:5](=[N:6][C:7]([N:15]3[CH2:20][CH2:19][CH:18]([NH:21][CH2:22][CH:23]([OH:24])[C:25]4[CH:30]=[CH:29][C:28]([C:61]5[CH:69]=[C:68]6[C:64]([CH2:65][C:66](=[O:70])[NH:67]6)=[CH:63][CH:62]=5)=[CH:27][N:26]=4)[CH2:17][CH2:16]3)=[CH:8][C:9]=2[C:11]([F:14])([F:13])[F:12])[S:4][C:3]=1[C:32]([NH2:34])=[O:33]. (3) Given the reactants [N+:1]([C:4]1[CH:9]=[CH:8][C:7]([S:10](Cl)(=[O:12])=[O:11])=[CH:6][CH:5]=1)([O-:3])=[O:2].[CH3:14][O:15][C:16]1[C:17]([CH3:25])=[CH:18][N:19]2[C:24]=1[CH:23]=[CH:22][CH:21]=[CH:20]2.O.ClCCl, predict the reaction product. The product is: [CH3:14][O:15][C:16]1[C:17]([CH3:25])=[C:18]([S:10]([C:7]2[CH:8]=[CH:9][C:4]([N+:1]([O-:3])=[O:2])=[CH:5][CH:6]=2)(=[O:12])=[O:11])[N:19]2[C:24]=1[CH:23]=[CH:22][CH:21]=[CH:20]2. (4) Given the reactants [CH3:1][O:2][C:3]1[CH:16]=[CH:15][C:6]([C:7]([CH2:9][CH:10]([C:13]#[N:14])[C:11]#[N:12])=[O:8])=[CH:5][CH:4]=1.Cl.O, predict the reaction product. The product is: [NH2:12][C:11]1[O:8][C:7]([C:6]2[CH:5]=[CH:4][C:3]([O:2][CH3:1])=[CH:16][CH:15]=2)=[CH:9][C:10]=1[C:13]#[N:14]. (5) Given the reactants [OH:1][CH2:2][CH2:3][CH:4]1[C:9]2[S:10][C:11]([C:13]([NH2:15])=[O:14])=[CH:12][C:8]=2[CH2:7][CH2:6][O:5]1.[Si](OCCC1C2SC(C(O)=O)=C(C)C=2CCO1)(C(C)(C)C)(C)[CH3:17], predict the reaction product. The product is: [OH:1][CH2:2][CH2:3][CH:4]1[C:9]2[S:10][C:11]([C:13]([NH2:15])=[O:14])=[C:12]([CH3:17])[C:8]=2[CH2:7][CH2:6][O:5]1. (6) The product is: [F:72][CH:43]([F:42])[O:44][C:45]1[CH:50]=[CH:49][C:48]([C@@H:51]([N:53]2[CH2:58][CH2:57][C:56]3([CH2:70][CH2:69][C:61](=[O:62])[CH2:60][CH2:59]3)[O:55][C:54]2=[O:71])[CH3:52])=[CH:47][CH:46]=1. Given the reactants FC(F)OC1C=CC([C@@H](NCCC2(O)CCC3(OCC(C)(C)CO3)CC2)C)=CC=1.ClC(Cl)(OC(=O)OC(Cl)(Cl)Cl)Cl.[F:42][CH:43]([F:72])[O:44][C:45]1[CH:50]=[CH:49][C:48]([C@@H:51]([N:53]2[CH2:58][CH2:57][C:56]3([CH2:70][CH2:69][C:61]4(OCC(C)(C)C[O:62]4)[CH2:60][CH2:59]3)[O:55][C:54]2=[O:71])[CH3:52])=[CH:47][CH:46]=1, predict the reaction product.